Dataset: NCI-60 drug combinations with 297,098 pairs across 59 cell lines. Task: Regression. Given two drug SMILES strings and cell line genomic features, predict the synergy score measuring deviation from expected non-interaction effect. Drug 1: CNC(=O)C1=CC=CC=C1SC2=CC3=C(C=C2)C(=NN3)C=CC4=CC=CC=N4. Drug 2: CC1=C(N=C(N=C1N)C(CC(=O)N)NCC(C(=O)N)N)C(=O)NC(C(C2=CN=CN2)OC3C(C(C(C(O3)CO)O)O)OC4C(C(C(C(O4)CO)O)OC(=O)N)O)C(=O)NC(C)C(C(C)C(=O)NC(C(C)O)C(=O)NCCC5=NC(=CS5)C6=NC(=CS6)C(=O)NCCC[S+](C)C)O. Cell line: RXF 393. Synergy scores: CSS=0.122, Synergy_ZIP=-2.26, Synergy_Bliss=-3.17, Synergy_Loewe=-3.62, Synergy_HSA=-2.72.